This data is from Full USPTO retrosynthesis dataset with 1.9M reactions from patents (1976-2016). The task is: Predict the reactants needed to synthesize the given product. (1) Given the product [CH:1]([O:4][C:5](=[O:23])[N:6]([C@H:8]1[CH2:12][CH2:11][N:10]([C:13]2[CH:14]=[CH:15][C:16]3[N:17]([C:19]([C:27]4[CH:26]=[C:25]([F:24])[CH:30]=[CH:29][C:28]=4[O:34][CH3:35])=[CH:20][N:21]=3)[N:18]=2)[CH2:9]1)[CH3:7])([CH3:3])[CH3:2], predict the reactants needed to synthesize it. The reactants are: [CH:1]([O:4][C:5](=[O:23])[N:6]([C@H:8]1[CH2:12][CH2:11][N:10]([C:13]2[CH:14]=[CH:15][C:16]3[N:17]([C:19](Br)=[CH:20][N:21]=3)[N:18]=2)[CH2:9]1)[CH3:7])([CH3:3])[CH3:2].[F:24][C:25]1[CH:26]=[CH:27][C:28]([O:34][CH3:35])=[C:29](B(O)O)[CH:30]=1.C(=O)([O-])[O-].[K+].[K+].O. (2) Given the product [CH3:29][N:30]([CH3:31])[C:2]1[S:3][C:4]([C:8]([N:10]([CH2:17][C:18]2[C:27]3[C:22](=[CH:23][CH:24]=[CH:25][CH:26]=3)[NH:21][C:20](=[O:28])[CH:19]=2)[C:11]2[CH:16]=[CH:15][CH:14]=[CH:13][CH:12]=2)=[O:9])=[C:5]([CH3:7])[N:6]=1, predict the reactants needed to synthesize it. The reactants are: Br[C:2]1[S:3][C:4]([C:8]([N:10]([CH2:17][C:18]2[C:27]3[C:22](=[CH:23][CH:24]=[CH:25][CH:26]=3)[NH:21][C:20](=[O:28])[CH:19]=2)[C:11]2[CH:16]=[CH:15][CH:14]=[CH:13][CH:12]=2)=[O:9])=[C:5]([CH3:7])[N:6]=1.[CH3:29][NH:30][CH3:31].[Cl-].C(C1C=CC=C(CCC)C=1[N+]1C=CNC=1)CC.CC(C)([O-])C.[Na+]. (3) Given the product [ClH:28].[ClH:33].[CH3:21][C:12]1[CH:11]=[C:10]([OH:9])[C:19]2[C:14](=[CH:15][CH:16]=[CH:17][CH:18]=2)[C:13]=1[O:31][CH2:32][CH:30]([OH:23])[CH2:29][N:48]1[CH2:47][CH2:46][N:45]([C:38]2[CH:39]=[CH:40][C:41]([O:43][CH3:44])=[CH:42][C:37]=2[O:36][CH3:35])[CH2:50][CH2:49]1, predict the reactants needed to synthesize it. The reactants are: C([O:9][C:10]1[C:19]2[C:14](=[CH:15][CH:16]=[CH:17][CH:18]=2)[C:13](O)=[C:12]([CH3:21])[CH:11]=1)(=O)C1C=CC=CC=1.C(=O)([O-])[O-:23].[K+].[K+].[Cl:28][CH2:29][CH:30]1[CH2:32][O:31]1.[ClH:33].Cl.[CH3:35][O:36][C:37]1[CH:42]=[C:41]([O:43][CH3:44])[CH:40]=[CH:39][C:38]=1[N:45]1[CH2:50][CH2:49][NH:48][CH2:47][CH2:46]1.C(N(CC)CC)C.